From a dataset of Full USPTO retrosynthesis dataset with 1.9M reactions from patents (1976-2016). Predict the reactants needed to synthesize the given product. (1) Given the product [NH2:14][C:9]1[CH:10]=[CH:11][CH:12]=[C:13]2[C:8]=1[C:7](=[O:17])[C:6]1([NH:18][C:19]([C:21]3[CH:29]=[C:24]4[N:25]=[CH:26][CH:27]=[CH:28][N:23]4[N:22]=3)=[O:20])[C:5]3[CH:30]=[CH:31][C:32]([CH:34]([CH3:36])[CH3:35])=[CH:33][C:4]=3[O:3][C:2]12[OH:1], predict the reactants needed to synthesize it. The reactants are: [OH:1][C:2]12[C:13]3[C:8](=[C:9]([N+:14]([O-])=O)[CH:10]=[CH:11][CH:12]=3)[C:7](=[O:17])[C:6]1([NH:18][C:19]([C:21]1[CH:29]=[C:24]3[N:25]=[CH:26][CH:27]=[CH:28][N:23]3[N:22]=1)=[O:20])[C:5]1[CH:30]=[CH:31][C:32]([CH:34]([CH3:36])[CH3:35])=[CH:33][C:4]=1[O:3]2.C(O)C. (2) Given the product [C:53]([O:8][C@@H:6]1[CH2:5][N:4]([C:9](=[O:33])[C@@H:10]([NH:15][C:16]([O:18][CH2:19][C:20]2[C:32]3[CH2:31][C:30]4[C:25](=[CH:26][CH:27]=[CH:28][CH:29]=4)[C:24]=3[CH:23]=[CH:22][CH:21]=2)=[O:17])[C@@H:11]([CH3:14])[CH2:12][CH3:13])[C@H:3]([C:1]#[N:2])[CH2:7]1)(=[O:55])[CH3:54], predict the reactants needed to synthesize it. The reactants are: [C:1]([C@@H:3]1[CH2:7][C@@H:6]([OH:8])[CH2:5][N:4]1[C:9](=[O:33])[C@@H:10]([NH:15][C:16]([O:18][CH2:19][C:20]1[C:32]2[CH2:31][C:30]3[C:25](=[CH:26][CH:27]=[CH:28][CH:29]=3)[C:24]=2[CH:23]=[CH:22][CH:21]=1)=[O:17])[C@@H:11]([CH3:14])[CH2:12][CH3:13])#[N:2].C1(P(C2C=CC=CC=2)C2C=CC=CC=2)C=CC=CC=1.[C:53](O)(=[O:55])[CH3:54].N(C(OCC)=O)=NC(OCC)=O. (3) Given the product [F:28][C:22]1[CH:23]=[C:24]([F:27])[CH:25]=[CH:26][C:21]=1[C:18]1[N:16]2[N:17]=[C:12]([O:10][CH2:9][C:8]3[N:4]([CH3:3])[N:5]=[CH:6][N:7]=3)[C:13]([N:29]3[CH2:33][CH2:32][CH2:31][CH2:30]3)=[CH:14][C:15]2=[N:20][N:19]=1, predict the reactants needed to synthesize it. The reactants are: [H-].[Na+].[CH3:3][N:4]1[C:8]([CH2:9][OH:10])=[N:7][CH:6]=[N:5]1.Cl[C:12]1[C:13]([N:29]2[CH2:33][CH2:32][CH2:31][CH2:30]2)=[CH:14][C:15]2[N:16]([C:18]([C:21]3[CH:26]=[CH:25][C:24]([F:27])=[CH:23][C:22]=3[F:28])=[N:19][N:20]=2)[N:17]=1. (4) Given the product [C:1]([Si:5]([CH3:7])([CH3:6])[O:8][CH2:9][CH2:10][O:11][C:12]1[CH:17]=[CH:16][C:15]([CH3:18])=[C:14]([NH2:19])[CH:13]=1)([CH3:4])([CH3:3])[CH3:2], predict the reactants needed to synthesize it. The reactants are: [C:1]([Si:5]([O:8][CH2:9][CH2:10][O:11][C:12]1[CH:17]=[CH:16][C:15]([CH3:18])=[C:14]([N+:19]([O-])=O)[CH:13]=1)([CH3:7])[CH3:6])([CH3:4])([CH3:3])[CH3:2]. (5) Given the product [ClH:22].[CH3:14][C@H:12]1[CH2:13][NH:8][CH2:9][C@@H:10]([CH3:15])[N:11]1[OH:18], predict the reactants needed to synthesize it. The reactants are: C(OC([N:8]1[CH2:13][C@H:12]([CH3:14])[NH:11][C@H:10]([CH3:15])[CH2:9]1)=O)(C)(C)C.CC(C=C)=[O:18].C(Cl)(Cl)[Cl:22].